This data is from Full USPTO retrosynthesis dataset with 1.9M reactions from patents (1976-2016). The task is: Predict the reactants needed to synthesize the given product. Given the product [F:8][C:9]1[CH:18]=[CH:17][C:16]([O:19][CH2:20][CH2:21][CH3:22])=[C:15]2[C:10]=1[C:11](=[O:48])[C:12]([C:40]1[CH:41]=[CH:42][C:43]([O:46][CH3:47])=[CH:44][CH:45]=1)=[CH:13][N:14]2[CH2:23][C:24]([NH:26][CH:27]1[CH2:28][CH2:29][NH:30][CH2:31][CH2:32]1)=[O:25], predict the reactants needed to synthesize it. The reactants are: C(OC(=O)C)C.Cl.[F:8][C:9]1[CH:18]=[CH:17][C:16]([O:19][CH2:20][CH2:21][CH3:22])=[C:15]2[C:10]=1[C:11](=[O:48])[C:12]([C:40]1[CH:45]=[CH:44][C:43]([O:46][CH3:47])=[CH:42][CH:41]=1)=[CH:13][N:14]2[CH2:23][C:24]([NH:26][CH:27]1[CH2:32][CH2:31][N:30](C(OC(C)(C)C)=O)[CH2:29][CH2:28]1)=[O:25].